The task is: Predict the reactants needed to synthesize the given product.. This data is from Full USPTO retrosynthesis dataset with 1.9M reactions from patents (1976-2016). (1) Given the product [OH:17][CH:13]([C:14]([NH:38][O:37][CH3:36])=[O:15])[CH:12]([NH:11][C:9](=[O:10])[C:8]1[CH:25]=[CH:26][CH:27]=[N:28][C:7]=1[N:5]1[CH:6]=[C:2]([CH3:1])[C:3]([C:29]2[CH:30]=[CH:31][CH:32]=[CH:33][CH:34]=2)=[N:4]1)[CH2:18][C:19]1[CH:20]=[CH:21][CH:22]=[CH:23][CH:24]=1, predict the reactants needed to synthesize it. The reactants are: [CH3:1][C:2]1[C:3]([C:29]2[CH:34]=[CH:33][CH:32]=[CH:31][CH:30]=2)=[N:4][N:5]([C:7]2[N:28]=[CH:27][CH:26]=[CH:25][C:8]=2[C:9]([NH:11][CH:12]([CH2:18][C:19]2[CH:24]=[CH:23][CH:22]=[CH:21][CH:20]=2)[CH:13]([OH:17])[C:14](O)=[O:15])=[O:10])[CH:6]=1.Cl.[CH3:36][O:37][NH2:38]. (2) Given the product [C:42]([CH:18]([NH2:23])[CH2:17][N:8]1[C:9]2[C:14](=[CH:13][CH:12]=[CH:11][CH:10]=2)[N:15]=[C:6]([C:2]2[S:1][CH:5]=[CH:4][CH:3]=2)[C:7]1=[O:16])([O:41][C:37]([CH3:38])([CH3:39])[CH3:40])=[O:43], predict the reactants needed to synthesize it. The reactants are: [S:1]1[CH:5]=[CH:4][CH:3]=[C:2]1[C:6]1[C:7](=[O:16])[NH:8][C:9]2[C:14]([N:15]=1)=[CH:13][CH:12]=[CH:11][CH:10]=2.[C:17]1(N)C=CC=C[C:18]=1[NH2:23].S1C=CC=C1C(=O)C(OCC)=O.[C:37]([O:41][C:42](NCCBr)=[O:43])([CH3:40])([CH3:39])[CH3:38].C(=O)([O-])[O-].[K+].[K+]. (3) Given the product [Cl:19][CH:8]([C:5]1[CH:6]=[CH:7][C:2]([Cl:1])=[CH:3][CH:4]=1)[CH:10]1[CH2:15][CH2:14][N:13]([CH3:16])[CH2:12][CH2:11]1, predict the reactants needed to synthesize it. The reactants are: [Cl:1][C:2]1[CH:7]=[CH:6][C:5]([CH:8]([CH:10]2[CH2:15][CH2:14][N:13]([CH3:16])[CH2:12][CH2:11]2)O)=[CH:4][CH:3]=1.S(Cl)([Cl:19])=O.[OH-].[Na+]. (4) Given the product [F:24][C:25]1[CH:26]=[CH:27][C:28]([CH2:29][CH2:30][N:31]2[CH2:36][CH2:35][N:34]([C:2]3[CH:3]=[CH:4][C:5]4[C:6]5[CH2:16][CH2:15][N:14]([C:17]([O:19][C:20]([CH3:23])([CH3:22])[CH3:21])=[O:18])[CH2:13][CH2:12][C:7]=5[N:8]([CH3:11])[C:9]=4[CH:10]=3)[C:33](=[O:37])[CH2:32]2)=[CH:38][CH:39]=1, predict the reactants needed to synthesize it. The reactants are: Br[C:2]1[CH:3]=[CH:4][C:5]2[C:6]3[CH2:16][CH2:15][N:14]([C:17]([O:19][C:20]([CH3:23])([CH3:22])[CH3:21])=[O:18])[CH2:13][CH2:12][C:7]=3[N:8]([CH3:11])[C:9]=2[CH:10]=1.[F:24][C:25]1[CH:39]=[CH:38][C:28]([CH2:29][CH2:30][N:31]2[CH2:36][CH2:35][NH:34][C:33](=[O:37])[CH2:32]2)=[CH:27][CH:26]=1. (5) Given the product [C:10]1([N:8]2[CH:9]=[C:5]([C:3]([OH:4])=[O:2])[N:6]=[CH:7]2)[CH:11]=[CH:12][CH:13]=[CH:14][CH:15]=1, predict the reactants needed to synthesize it. The reactants are: C[O:2][C:3]([C:5]1[N:6]=[CH:7][N:8]([C:10]2[CH:15]=[CH:14][CH:13]=[CH:12][CH:11]=2)[CH:9]=1)=[O:4].CO.O.O[Li].O.